Dataset: Full USPTO retrosynthesis dataset with 1.9M reactions from patents (1976-2016). Task: Predict the reactants needed to synthesize the given product. (1) Given the product [ClH:14].[Cl:14][CH2:10][C:3]1[N:4]2[CH2:9][CH2:8][CH2:7][CH2:6][C:5]2=[N:1][CH:2]=1, predict the reactants needed to synthesize it. The reactants are: [N:1]1[CH:2]=[C:3]([CH2:10]O)[N:4]2[CH2:9][CH2:8][CH2:7][CH2:6][C:5]=12.S(Cl)([Cl:14])=O. (2) The reactants are: C(OC([N:8]1[CH2:13][CH2:12][N:11]([C:14]2[CH:19]=[CH:18][C:17]([Cl:20])=[C:16]([O:21][CH3:22])[CH:15]=2)[CH2:10][CH:9]1[CH2:23][C:24](=[O:39])[CH:25]=[CH:26][C:27]1[CH:32]=[CH:31][C:30]([O:33][CH2:34][CH:35]=[CH2:36])=[C:29]([CH3:37])[C:28]=1[CH3:38])=O)(C)(C)C.Cl. Given the product [ClH:20].[CH2:34]([O:33][C:30]1[CH:31]=[CH:32][C:27]([CH:26]=[CH:25][C:24](=[O:39])[CH2:23][CH:9]2[CH2:10][N:11]([C:14]3[CH:19]=[CH:18][C:17]([Cl:20])=[C:16]([O:21][CH3:22])[CH:15]=3)[CH2:12][CH2:13][NH:8]2)=[C:28]([CH3:38])[C:29]=1[CH3:37])[CH:35]=[CH2:36], predict the reactants needed to synthesize it.